Dataset: Peptide-MHC class II binding affinity with 134,281 pairs from IEDB. Task: Regression. Given a peptide amino acid sequence and an MHC pseudo amino acid sequence, predict their binding affinity value. This is MHC class II binding data. (1) The peptide sequence is KNKVNLLTHSINALI. The MHC is DRB1_1501 with pseudo-sequence DRB1_1501. The binding affinity (normalized) is 0.401. (2) The peptide sequence is NNALQNLARTISEAG. The MHC is DRB1_1201 with pseudo-sequence DRB1_1201. The binding affinity (normalized) is 0.260. (3) The peptide sequence is AAAFAGTTVYGAFAA. The MHC is HLA-DQA10501-DQB10301 with pseudo-sequence HLA-DQA10501-DQB10301. The binding affinity (normalized) is 0.706. (4) The peptide sequence is AFKVAATAANAAPKN. The MHC is DRB1_0401 with pseudo-sequence DRB1_0401. The binding affinity (normalized) is 0.836. (5) The peptide sequence is IGRIAETILGYNPSA. The MHC is H-2-IEd with pseudo-sequence H-2-IEd. The binding affinity (normalized) is 0.182. (6) The binding affinity (normalized) is 0.543. The MHC is HLA-DPA10301-DPB10402 with pseudo-sequence HLA-DPA10301-DPB10402. The peptide sequence is ETAYFILKLAGRWPVKVI.